This data is from Reaction yield outcomes from USPTO patents with 853,638 reactions. The task is: Predict the reaction yield, written as a fraction of the theoretical maximum amount of product (1.0 means a 100% yield; for example, 0.34 means a 34% yield). (1) The reactants are [CH3:1][NH:2][CH3:3].[Br:4][C:5]1[C:13]2[S:12][C:11]([CH2:14]Br)=[CH:10][C:9]=2[C:8]([F:16])=[C:7]([F:17])[CH:6]=1. The catalyst is C1COCC1.C(#N)C. The product is [Br:4][C:5]1[C:13]2[S:12][C:11]([CH2:14][N:2]([CH3:3])[CH3:1])=[CH:10][C:9]=2[C:8]([F:16])=[C:7]([F:17])[CH:6]=1. The yield is 1.00. (2) The reactants are Cl[CH2:2][CH2:3][C:4]1[CH:9]=[CH:8][C:7]([C:10]2[C:14]([NH:15][C:16](=[O:27])[O:17][CH:18]([C:20]3[CH:25]=[CH:24][CH:23]=[CH:22][C:21]=3[Cl:26])[CH3:19])=[CH:13][O:12][N:11]=2)=[CH:6][CH:5]=1.[C:28]([O:32][CH3:33])(=[O:31])[CH2:29][SH:30].C(N(CC)CC)C. The catalyst is C(Cl)(Cl)Cl. The product is [Cl:26][C:21]1[CH:22]=[CH:23][CH:24]=[CH:25][C:20]=1[CH:18]([O:17][C:16]([NH:15][C:14]1[C:10]([C:7]2[CH:8]=[CH:9][C:4]([CH2:3][CH2:2][S:30][CH2:29][C:28]([O:32][CH3:33])=[O:31])=[CH:5][CH:6]=2)=[N:11][O:12][CH:13]=1)=[O:27])[CH3:19]. The yield is 0.340. (3) The product is [CH2:11]([O:10][C:8]([CH2:7][C@@H:6]1[CH2:5][C@@:4]([C:1](=[O:3])[CH3:2])([C:13]([O:15][CH2:16][CH3:17])=[O:14])[C@@H:27]([C:24]2[CH:23]=[CH:22][C:21]([N+:18]([O-:20])=[O:19])=[CH:26][CH:25]=2)[C@@H:28]1[N+:29]([O-:31])=[O:30])=[O:9])[CH3:12]. The yield is 0.810. The reactants are [C:1]([CH:4]([C:13]([O:15][CH2:16][CH3:17])=[O:14])[CH2:5][CH:6]=[CH:7][C:8]([O:10][CH2:11][CH3:12])=[O:9])(=[O:3])[CH3:2].[N+:18]([C:21]1[CH:26]=[CH:25][C:24](/[CH:27]=[CH:28]/[N+:29]([O-:31])=[O:30])=[CH:23][CH:22]=1)([O-:20])=[O:19]. The catalyst is C(OCC)C. (4) The reactants are [Br:1][C:2]1[CH:3]=[C:4]([NH:13][CH:14]2[CH2:19][CH2:18][O:17][CH2:16][CH2:15]2)[C:5]([CH3:12])=[C:6]([CH:11]=1)[C:7]([O:9][CH3:10])=[O:8].[CH:20]1([CH:23]=O)[CH2:22][CH2:21]1.C(O)(=O)C.C([BH3-])#N.[Na+]. The catalyst is CO. The product is [Br:1][C:2]1[CH:3]=[C:4]([N:13]([CH2:23][CH:20]2[CH2:22][CH2:21]2)[CH:14]2[CH2:19][CH2:18][O:17][CH2:16][CH2:15]2)[C:5]([CH3:12])=[C:6]([CH:11]=1)[C:7]([O:9][CH3:10])=[O:8]. The yield is 0.237.